This data is from NCI-60 drug combinations with 297,098 pairs across 59 cell lines. The task is: Regression. Given two drug SMILES strings and cell line genomic features, predict the synergy score measuring deviation from expected non-interaction effect. (1) Drug 1: CNC(=O)C1=CC=CC=C1SC2=CC3=C(C=C2)C(=NN3)C=CC4=CC=CC=N4. Drug 2: CC1=CC=C(C=C1)C2=CC(=NN2C3=CC=C(C=C3)S(=O)(=O)N)C(F)(F)F. Cell line: MOLT-4. Synergy scores: CSS=23.8, Synergy_ZIP=6.38, Synergy_Bliss=8.66, Synergy_Loewe=6.57, Synergy_HSA=10.2. (2) Drug 1: CC1OCC2C(O1)C(C(C(O2)OC3C4COC(=O)C4C(C5=CC6=C(C=C35)OCO6)C7=CC(=C(C(=C7)OC)O)OC)O)O. Drug 2: C1=CN(C=N1)CC(O)(P(=O)(O)O)P(=O)(O)O. Cell line: NCIH23. Synergy scores: CSS=9.09, Synergy_ZIP=-15.4, Synergy_Bliss=-29.2, Synergy_Loewe=-36.0, Synergy_HSA=-26.6.